This data is from Full USPTO retrosynthesis dataset with 1.9M reactions from patents (1976-2016). The task is: Predict the reactants needed to synthesize the given product. (1) Given the product [CH3:72][S:69]([C:66]1[CH:67]=[CH:68][C:63]([C:62]2[N:56]3[C:57]([CH:58]=[N:59][C:54]([NH:16][C:19]4[CH:20]=[C:21]([N:25]5[CH2:30][CH2:29][N:28]([CH2:43][C@H:44]([OH:49])[CH3:45])[CH2:27][CH2:26]5)[CH:22]=[CH:23][CH:24]=4)=[N:55]3)=[CH:60][CH:61]=2)=[CH:64][CH:65]=1)(=[O:71])=[O:70], predict the reactants needed to synthesize it. The reactants are: [N+](C1C=CC(N2CCNCC2)=CC=1)([O-])=O.[N+:16]([C:19]1[CH:20]=[C:21]([N:25]2[CH2:30][CH2:29][NH:28][CH2:27][CH2:26]2)[CH:22]=[CH:23][CH:24]=1)([O-])=O.CS(C1N=CC2=CC=C([C:43]3C=CC=[CH:45][C:44]=3[O:49]C)N2N=1)=O.CS([C:54]1[N:59]=[CH:58][C:57]2=[CH:60][CH:61]=[C:62]([C:63]3[CH:68]=[CH:67][C:66]([S:69]([CH3:72])(=[O:71])=[O:70])=[CH:65][CH:64]=3)[N:56]2[N:55]=1)=O. (2) Given the product [CH3:1][C:2]1[CH:3]=[C:4]([CH:9]=[CH:10][C:11]=1[O:12][CH2:13][C:14]([F:15])([F:16])[F:17])[C:5]([OH:7])=[O:6], predict the reactants needed to synthesize it. The reactants are: [CH3:1][C:2]1[CH:3]=[C:4]([CH:9]=[CH:10][C:11]=1[O:12][CH2:13][C:14]([F:17])([F:16])[F:15])[C:5]([O:7]C)=[O:6].[OH-].[Na+]. (3) Given the product [CH2:17]([O:7][C:8]1[CH:15]=[CH:14][C:13]([I:16])=[CH:12][C:9]=1[CH:10]=[O:11])[C:18]1[CH:23]=[CH:22][CH:21]=[CH:20][CH:19]=1, predict the reactants needed to synthesize it. The reactants are: C(=O)([O-])[O-].[K+].[K+].[OH:7][C:8]1[CH:15]=[CH:14][C:13]([I:16])=[CH:12][C:9]=1[CH:10]=[O:11].[CH2:17](Cl)[C:18]1[CH:23]=[CH:22][CH:21]=[CH:20][CH:19]=1.O. (4) Given the product [N+:38]([CH2:41][C@H:26]([C:25]1[CH:28]=[CH:29][CH:30]=[C:23]([O:22][CH2:21][CH2:20][CH2:19][O:18][CH2:17][C:11]2[CH:12]=[CH:13][CH:14]=[CH:15][CH:16]=2)[CH:24]=1)[OH:27])([O-:40])=[O:39], predict the reactants needed to synthesize it. The reactants are: Cl.C(N(C(C)C)CC)(C)C.[C:11]1([CH2:17][O:18][CH2:19][CH2:20][CH2:21][O:22][C:23]2[CH:24]=[C:25]([CH:28]=[CH:29][CH:30]=2)[CH:26]=[O:27])[CH:16]=[CH:15][CH:14]=[CH:13][CH:12]=1.FC(F)(F)C(O)=O.[N+:38]([CH3:41])([O-:40])=[O:39].